This data is from Forward reaction prediction with 1.9M reactions from USPTO patents (1976-2016). The task is: Predict the product of the given reaction. The product is: [CH3:10][CH:11]([CH3:34])[C:12](=[O:33])[CH:13]=[CH:7][C:6]1[S:5][CH:4]=[N:3][C:2]=1[CH3:1]. Given the reactants [CH3:1][C:2]1[N:3]=[CH:4][S:5][C:6]=1[CH:7]=O.[Br-].[CH3:10][CH:11]([CH3:34])[C:12](=[O:33])[CH2:13][As+](C1C=CC=CC=1)(C1C=CC=CC=1)C1C=CC=CC=1.C(=O)([O-])[O-].[K+].[K+].C(#N)C, predict the reaction product.